Dataset: Catalyst prediction with 721,799 reactions and 888 catalyst types from USPTO. Task: Predict which catalyst facilitates the given reaction. (1) Reactant: N1C=CN=C1.[CH2:6]=[CH:7][CH2:8][CH:9]([OH:13])[CH2:10][CH:11]=[CH2:12].[CH:14]([Si:17](Cl)([CH:21]([CH3:23])[CH3:22])[CH:18]([CH3:20])[CH3:19])([CH3:16])[CH3:15]. Product: [CH:14]([Si:17]([CH:21]([CH3:23])[CH3:22])([CH:18]([CH3:20])[CH3:19])[O:13][CH:9]([CH2:10][CH:11]=[CH2:12])[CH2:8][CH:7]=[CH2:6])([CH3:16])[CH3:15]. The catalyst class is: 6. (2) Reactant: C[O:2][C:3]1[CH:4]=[CH:5][C:6]2[C:10]([O:11][C:12]3[CH:17]=[CH:16][C:15](/[CH:18]=[CH:19]/[C:20]([O:22][CH3:23])=[O:21])=[CH:14][CH:13]=3)=[C:9]([C:24]3[CH:29]=[CH:28][C:27]([O:30]C)=[CH:26][CH:25]=3)[S:8][C:7]=2[CH:32]=1.B(Br)(Br)Br. Product: [OH:2][C:3]1[CH:4]=[CH:5][C:6]2[C:10]([O:11][C:12]3[CH:17]=[CH:16][C:15](/[CH:18]=[CH:19]/[C:20]([O:22][CH3:23])=[O:21])=[CH:14][CH:13]=3)=[C:9]([C:24]3[CH:25]=[CH:26][C:27]([OH:30])=[CH:28][CH:29]=3)[S:8][C:7]=2[CH:32]=1. The catalyst class is: 2.